This data is from Reaction yield outcomes from USPTO patents with 853,638 reactions. The task is: Predict the reaction yield, written as a fraction of the theoretical maximum amount of product (1.0 means a 100% yield; for example, 0.34 means a 34% yield). (1) The reactants are [Si:1]([O:8][C@@H:9]1[C@@:28]2([CH3:29])[C:13](=[CH:14][CH:15]=[C:16]3[C@@H:27]2[CH2:26][CH2:25][C@@:24]2([CH3:30])[C@H:17]3[CH2:18][CH:19]=[C:20]2[C@@H:21]([OH:23])[CH3:22])[CH2:12][C@@H:11]([O:31][Si:32]([C:35]([CH3:38])([CH3:37])[CH3:36])([CH3:34])[CH3:33])[CH2:10]1)([C:4]([CH3:7])([CH3:6])[CH3:5])([CH3:3])[CH3:2].[H-].[Na+].C1OCCOCCOCCOCCOC1.Br[CH2:57]/[CH:58]=[CH:59]/[C:60]([CH2:71][CH3:72])([O:63][Si:64]([CH2:69][CH3:70])([CH2:67][CH3:68])[CH2:65][CH3:66])[CH2:61][CH3:62]. The catalyst is O1CCCC1. The product is [Si:1]([O:8][C@@H:9]1[C@@:28]2([CH3:29])[C:13](=[CH:14][CH:15]=[C:16]3[C@@H:27]2[CH2:26][CH2:25][C@@:24]2([CH3:30])[C@H:17]3[CH2:18][CH:19]=[C:20]2[C@@H:21]([O:23][CH2:57]/[CH:58]=[CH:59]/[C:60]([CH2:71][CH3:72])([O:63][Si:64]([CH2:69][CH3:70])([CH2:65][CH3:66])[CH2:67][CH3:68])[CH2:61][CH3:62])[CH3:22])[CH2:12][C@@H:11]([O:31][Si:32]([C:35]([CH3:37])([CH3:36])[CH3:38])([CH3:33])[CH3:34])[CH2:10]1)([C:4]([CH3:7])([CH3:6])[CH3:5])([CH3:3])[CH3:2]. The yield is 1.00. (2) The reactants are [Br:1][C:2]1[C:7]([OH:8])=[CH:6][CH:5]=[C:4]([CH3:9])[N:3]=1.[C:10]([O-])([O-])=O.[K+].[K+].CI. The catalyst is CC(C)=O. The product is [Br:1][C:2]1[C:7]([O:8][CH3:10])=[CH:6][CH:5]=[C:4]([CH3:9])[N:3]=1. The yield is 0.360. (3) The reactants are [F:1][C:2]([F:39])([F:38])[C:3]1[CH:4]=[C:5]([CH:31]=[C:32]([C:34]([F:37])([F:36])[F:35])[CH:33]=1)[CH2:6][N:7]1[CH2:14][CH2:13][CH2:12][NH:11][C:10]2[N:15]=[C:16](S(C)(=O)=O)[N:17]=[C:18]([C:19]3[CH:24]=[CH:23][CH:22]=[CH:21][C:20]=3[CH3:25])[C:9]=2[C:8]1=[O:30].[CH2:40]([O:42][C:43]([CH:45]1[CH2:50][CH2:49][NH:48][CH2:47][CH2:46]1)=[O:44])[CH3:41]. No catalyst specified. The product is [F:1][C:2]([F:39])([F:38])[C:3]1[CH:4]=[C:5]([CH:31]=[C:32]([C:34]([F:37])([F:36])[F:35])[CH:33]=1)[CH2:6][N:7]1[CH2:14][CH2:13][CH2:12][NH:11][C:10]2[N:15]=[C:16]([N:48]3[CH2:49][CH2:50][CH:45]([C:43]([O:42][CH2:40][CH3:41])=[O:44])[CH2:46][CH2:47]3)[N:17]=[C:18]([C:19]3[CH:24]=[CH:23][CH:22]=[CH:21][C:20]=3[CH3:25])[C:9]=2[C:8]1=[O:30]. The yield is 1.00. (4) The reactants are Br[CH2:2][CH2:3]Br.Cl.[CH3:6][O:7][C:8](=[O:15])[C@@H:9]([C:11]([SH:14])([CH3:13])[CH3:12])[NH2:10].N12CCCN=C1CCCCC2.C([O-])(O)=O.[Na+]. The yield is 0.870. The catalyst is CN(C=O)C. The product is [CH3:12][C:11]1([CH3:13])[S:14][CH2:3][CH2:2][NH:10][C@H:9]1[C:8]([O:7][CH3:6])=[O:15]. (5) The reactants are [F:1][C:2]([F:42])([F:41])[C:3]1[CH:4]=[C:5]([C@H:13]([N:15]([CH3:40])[C:16]([N:18]2[CH2:31][CH2:30][C@:21]3([NH:25][C@H:24]([C:26](OC)=[O:27])[CH2:23][CH2:22]3)[CH2:20][C@@H:19]2[C:32]2[CH:37]=[CH:36][C:35]([F:38])=[CH:34][C:33]=2[CH3:39])=[O:17])[CH3:14])[CH:6]=[C:7]([C:9]([F:12])([F:11])[F:10])[CH:8]=1.[BH4-].[Li+]. The catalyst is O1CCCC1. The product is [F:42][C:2]([F:1])([F:41])[C:3]1[CH:4]=[C:5]([C@H:13]([N:15]([CH3:40])[C:16]([N:18]2[CH2:31][CH2:30][C@:21]3([NH:25][C@H:24]([CH2:26][OH:27])[CH2:23][CH2:22]3)[CH2:20][C@@H:19]2[C:32]2[CH:37]=[CH:36][C:35]([F:38])=[CH:34][C:33]=2[CH3:39])=[O:17])[CH3:14])[CH:6]=[C:7]([C:9]([F:12])([F:10])[F:11])[CH:8]=1. The yield is 0.330.